Dataset: Experimentally validated miRNA-target interactions with 360,000+ pairs, plus equal number of negative samples. Task: Binary Classification. Given a miRNA mature sequence and a target amino acid sequence, predict their likelihood of interaction. (1) The miRNA is hsa-miR-520d-3p with sequence AAAGUGCUUCUCUUUGGUGGGU. The protein sequence of the target gene is MESSPFNRRQWTSLSLRVTAKELSLVNKNKSSAIVEIFSKYQKAAEETNMEKKRSNTENLSQHFRKGTLTVLKKKWENPGLGAESHTDSLRNSSTEIRHRADHPPAEVTSHAASGAKADQEEQIHPRSRLRSPPEALVQGRYPHIKDGEDLKDHSTESKKMENCLGESRHEVEKSEISENTDASGKIEKYNVPLNRLKMMFEKGEPTQTKILRAQSRSASGRKISENSYSLDDLEIGPGQLSSSTFDSEKNESRRNLELPRLSETSIKDRMAKYQAAVSKQSSSTNYTNELKASGGEIKI.... Result: 1 (interaction). (2) The miRNA is hsa-miR-6852-3p with sequence UGUCCUCUGUUCCUCAG. The protein sequence of the target gene is MWGRFLAPEASGRDSPGGARSFPAGPDYSSAWLPANESLWQATTVPSNHRNNHIRRHSIASDSGDTGIGTSCSDSVEDHSTSSGTLSFKPSQSLITLPTAHVMPSNSSASISKLRESLTPDGSKWSTSLMQTLGNHSRGEQDSSLDMKDFRPLRKWSSLSKLTAPDNCGQGGTVCREESRNGLEKIGKAKALTSQLRTIGPSCLHDSMEMLRLEDKEINKKRSSTLDCKYKFESCSKEDFRASSSTLRRQPVDMTYSALPESKPIMTSSEAFEPPKYLMLGQQAVGGVPIQPSVRTQMWL.... Result: 0 (no interaction). (3) The miRNA is hsa-miR-494-5p with sequence AGGUUGUCCGUGUUGUCUUCUCU. The protein sequence of the target gene is MACRCLSFLLMGTFLSVSQTVLAQLDALLVFPGQVAQLSCTLSPQHVTIRDYGVSWYQQRAGSAPRYLLYYRSEEDHHRPADIPDRFSAAKDEAHNACVLTISPVQPEDDADYYCSVGYGFSP. Result: 0 (no interaction). (4) The miRNA is hsa-miR-4753-5p with sequence CAAGGCCAAAGGAAGAGAACAG. The protein sequence of the target gene is MLLLGLLQAGGSVLGQAMEKVTGGNLLSMLLIACAFTLSLVYLIRLAAGHLVQLPAGVKSPPYIFSPIPFLGHAIAFGKSPIEFLENAYEKYGPVFSFTMVGKTFTYLLGSDAAALLFNSKNEDLNAEDVYSRLTTPVFGKGVAYDVPNPVFLEQKKMLKSGLNIAHFKQHVSIIEKETKEYFESWGESGEKNVFEALSELIILTASHCLHGKEIRSQLNEKVAQLYADLDGGFSHAAWLLPGWLPLPSFRRRDRAHREIKDIFYKAIQKRRQSQEKIDDILQTLLDATYKDGRPLTDDE.... Result: 1 (interaction). (5) Result: 1 (interaction). The miRNA is hsa-miR-548ba with sequence AAAGGUAACUGUGAUUUUUGCU. The protein sequence of the target gene is MASRKENAKSANRVLRISQLDALELNKALEQLVWSQFTQCFHGFKPGLLARFEPEVKACLWVFLWRFTIYSKNATVGQSVLNIKYKNDFSPNLRYQPPSKNQKIWYAVCTIGGRWLEERCYDLFRNHHLASFGKVKQCVNFVIGLLKLGGLINFLIFLQRGKFATLTERLLGIHSVFCKPQNICEVGFEYMNRELLWHGFAEFLIFLLPLINVQKLKAKLSSWCIPLTGAPNSDNTLATSGKECALCGEWPTMPHTIGCEHIFCYFCAKSSFLFDVYFTCPKCGTEVHSLQPLKSGIEMS.... (6) The miRNA is mmu-miR-3473c with sequence UCUCUCCAGCCCCCAUAAUAAG. The protein sequence of the target gene is MPGGPGAPSSPAASSGSSRAAPSGIAACPLSPPPLARGSPQASGPRRGASVPQKLAETLSSQYGLNVFVAGLLFLLAWAVHATGVGKSDLLCVLTALMLLQLLWMLWYVGRSYMQRRLIRPKDTHAGARWLRGSITLFAFITVVLGCLKVAYFIGFSECLSATEGVFPVTHAVHTLLQVYFLWGHAKDIIMSFKTLERFGVIHSVFTNLLLWANSVLNESKHQLNEHKERLITLGFGNITIVLDDHTPQCNCTPPALCSALSHGIYYLYPFNIEYQILASTMLYVLWKNIGRRVDSSQHQ.... Result: 1 (interaction). (7) The miRNA is hsa-miR-548ax with sequence AGAAGUAAUUGCGGUUUUGCCA. The protein sequence of the target gene is MELGELLYNKSEYIETASGNKVSRQSVLCGSQNIVLNGKTIIMNDCIIRGDLANVRVGRHCVVKSRSVIRPPFKKFSKGVAFFPLHIGDHVFIEEDCVVNAAQIGSYVHVGKNCVIGRRCVLKDCCKILDNTVLPPETVVPPFTVFSGCPGLFSGELPECTQELMIDVTKSYYQKFLPLTQV. Result: 0 (no interaction). (8) The miRNA is hsa-miR-6810-3p with sequence UCCCCUGCUCCCUUGUUCCCCAG. The protein sequence of the target gene is MPLFFRKRKPSEEARKRLEYQMCLAKEAGADDILDISKCELSEIPFGAFATCKVLQKKVLIVHTNHLTSLLPKSCSLLSLATIKVLDLHDNQLTALPDDLGQLTALQVLNVERNQLMQLPRSIGNLTQLQTLNVKDNKLKELPDTVGELRSLRTLNISGNEIQRLPQMLAHVRTLEMLSLDASAMVYPPREVCGAGTAAILQFLCKESGLEYYPPSQYLLPILEQDGIENSRDSPDGPTDRFSREELEWQNRFSDYEKRKEQKMLEKLEFERRLELGQREHTQLLQQSSSQKDEILQTVK.... Result: 1 (interaction). (9) The protein sequence of the target gene is MNKPLTPSTYIRNLNVGILRKLSDFIDPQEGWKKLAVAIKKPSGDDRYNQFHIRRFEALLQTGKSPTCELLFDWGTTNCTVGDLVDLLVQIELFAPATLLLPDAVPQTVKSLPPREAATVAQTHGPCQEKDRTSVMPMPKLEHSCEPPDSSSPDNRSVESSDTRFHSFSFHELKSITNNFDEQPASAGGNRMGEGGFGVVYKGCVNNTIVAVKKLGAMVEISTEELKQQFDQEIKVMATCQHENLVELLGFSSDSDNLCLVYAYMPNGSLLDRLSCLDGTPPLSWHTRCKVAQGTANGIR.... The miRNA is hsa-miR-6124 with sequence GGGAAAAGGAAGGGGGAGGA. Result: 0 (no interaction). (10) The miRNA is hsa-miR-4760-3p with sequence AAAUUCAUGUUCAAUCUAAACC. The protein sequence of the target gene is MLWKLTDNIKYEDCEDRHDGTSNGTARLPQLGTVGQSPYTSAPPLSHTPNADFQPPYFPPPYQPIYPQSQDPYSHVNDPYSLNPLHAQPQPQHPGWPGQRQSQESGLLHTHRGLPHQLSGLDPRRDYRRHEDLLHGPHALSSGLGDLSIHSLPHAIEEVPHVEDPGINIPDQTVIKKGPVSLSKSNSNAVSAIPINKDNLFGGVVNPNEVFCSVPGRLSLLSSTSKYKVTVAEVQRRLSPPECLNASLLGGVLRRAKSKNGGRSLREKLDKIGLNLPAGRRKAANVTLLTSLVEGEAVHL.... Result: 1 (interaction).